From a dataset of Forward reaction prediction with 1.9M reactions from USPTO patents (1976-2016). Predict the product of the given reaction. (1) Given the reactants [F:1][C:2]1[CH:7]=[CH:6][C:5]([N:8]2[C:16]3[CH2:15][CH2:14][CH2:13][NH:12][C:11]=3[CH:10]=[N:9]2)=[CH:4][CH:3]=1.[F:17][C:18]([F:33])([F:32])[C:19]1[C:27]2[CH2:26][CH2:25][CH2:24][CH2:23][C:22]=2[N:21]([CH2:28][C:29](O)=[O:30])[N:20]=1.CCN(CC)CC.CN(C(ON1N=NC2C=CC=NC1=2)=[N+](C)C)C.F[P-](F)(F)(F)(F)F, predict the reaction product. The product is: [F:1][C:2]1[CH:3]=[CH:4][C:5]([N:8]2[C:16]3[CH2:15][CH2:14][CH2:13][N:12]([C:29](=[O:30])[CH2:28][N:21]4[C:22]5[CH2:23][CH2:24][CH2:25][CH2:26][C:27]=5[C:19]([C:18]([F:32])([F:17])[F:33])=[N:20]4)[C:11]=3[CH:10]=[N:9]2)=[CH:6][CH:7]=1. (2) Given the reactants [CH3:1][O:2][C:3]1[C:11]2[C:6](=[CH:7][C:8]([C:12]([C:18]3[CH:23]=[CH:22][CH:21]=[CH:20][N:19]=3)=[CH:13][C:14]([NH:16][CH3:17])=[O:15])=[CH:9][CH:10]=2)[NH:5][N:4]=1.N1C2C(=CC=CC=2C(C2C=CC=CC=2)CC(NC)=O)C=C1, predict the reaction product. The product is: [CH3:1][O:2][C:3]1[C:11]2[C:6](=[CH:7][C:8]([CH:12]([C:18]3[CH:23]=[CH:22][CH:21]=[CH:20][N:19]=3)[CH2:13][C:14]([NH:16][CH3:17])=[O:15])=[CH:9][CH:10]=2)[NH:5][N:4]=1. (3) Given the reactants [F:1][C:2]1[CH:16]=[CH:15][CH:14]=[CH:13][C:3]=1[CH2:4][O:5][C:6]1[CH:11]=[CH:10][C:9]([NH2:12])=[CH:8][CH:7]=1.[C:17]([C:21]1[O:25][N:24]=[C:23]([N:26]=[C:27]=[O:28])[CH:22]=1)([CH3:20])([CH3:19])[CH3:18], predict the reaction product. The product is: [F:1][C:2]1[CH:16]=[CH:15][CH:14]=[CH:13][C:3]=1[CH2:4][O:5][C:6]1[CH:11]=[CH:10][C:9]([NH:12][C:27]([NH:26][C:23]2[CH:22]=[C:21]([C:17]([CH3:20])([CH3:19])[CH3:18])[O:25][N:24]=2)=[O:28])=[CH:8][CH:7]=1.